From a dataset of Full USPTO retrosynthesis dataset with 1.9M reactions from patents (1976-2016). Predict the reactants needed to synthesize the given product. (1) Given the product [F:29][C:27]1[CH:28]=[C:23]([NH:22][C:21]2[C:16]([C:11]3[N:12]=[C:13]([CH3:15])[N:14]=[C:9]([NH2:8])[N:10]=3)=[CH:17][C:18]([CH:32]([N:37]3[CH2:38][CH2:39][N:40]([S:70]([CH3:69])(=[O:72])=[O:71])[CH2:41][CH2:42]3)[C:33]([F:34])([F:35])[F:36])=[CH:19][N:20]=2)[CH:24]=[N:25][C:26]=1[O:30][CH3:31], predict the reactants needed to synthesize it. The reactants are: COC1C=CC(C[N:8](CC2C=CC(OC)=CC=2)[C:9]2[N:14]=[C:13]([CH3:15])[N:12]=[C:11]([C:16]3[CH:17]=[C:18]([CH:32]([N:37]4[CH2:42][CH2:41][N:40](C(OC(C)(C)C)=O)[CH2:39][CH2:38]4)[C:33]([F:36])([F:35])[F:34])[CH:19]=[N:20][C:21]=3[NH:22][C:23]3[CH:24]=[N:25][C:26]([O:30][CH3:31])=[C:27]([F:29])[CH:28]=3)[N:10]=2)=CC=1.FC(F)(F)C(O)=O.F[C:69](F)(F)[S:70](O)(=[O:72])=[O:71]. (2) Given the product [Cl:1][C:2]1[CH:7]=[CH:6][C:5]([C:27]2[C:26]([OH:25])=[CH:31][CH:30]=[CH:29][N:28]=2)=[CH:4][C:3]=1[C:11]([NH:13][CH2:14][C:15]12[CH2:24][CH:19]3[CH2:20][CH:21]([CH2:23][CH:17]([CH2:18]3)[CH2:16]1)[CH2:22]2)=[O:12], predict the reactants needed to synthesize it. The reactants are: [Cl:1][C:2]1[CH:7]=[CH:6][C:5](B(O)O)=[CH:4][C:3]=1[C:11]([NH:13][CH2:14][C:15]12[CH2:24][CH:19]3[CH2:20][CH:21]([CH2:23][CH:17]([CH2:18]3)[CH2:16]1)[CH2:22]2)=[O:12].[OH:25][C:26]1[C:27](Br)=[N:28][CH:29]=[CH:30][CH:31]=1.C(=O)([O-])[O-].[Na+].[Na+].C1(C)C=CC=CC=1. (3) Given the product [CH3:1][O:2][C:3]1[CH:8]=[CH:7][C:6]([C:9]2[CH:10]=[CH:11][C:12]([C:19](=[O:21])[CH3:20])=[CH:13][CH:14]=2)=[CH:5][CH:4]=1, predict the reactants needed to synthesize it. The reactants are: [CH3:1][O:2][C:3]1[CH:8]=[CH:7][C:6]([C:9]2[CH:14]=[CH:13][CH:12]=[CH:11][CH:10]=2)=[CH:5][CH:4]=1.[Al+3].[Cl-].[Cl-].[Cl-].[C:19](Cl)(=[O:21])[CH3:20].Cl. (4) Given the product [Br:24][C:21]1[CH:22]=[CH:23][C:18]([C@H:15]([CH2:14][CH2:13][NH:12][C:11]([O:10][C:6]([CH3:9])([CH3:8])[CH3:7])=[O:27])[CH2:16][O:17][S:1]([CH3:4])(=[O:3])=[O:2])=[C:19]([O:25][CH3:26])[CH:20]=1, predict the reactants needed to synthesize it. The reactants are: [S:1](Cl)([CH3:4])(=[O:3])=[O:2].[C:6]([O:10][C:11](=[O:27])[NH:12][CH2:13][CH2:14][C@@H:15]([C:18]1[CH:23]=[CH:22][C:21]([Br:24])=[CH:20][C:19]=1[O:25][CH3:26])[CH2:16][OH:17])([CH3:9])([CH3:8])[CH3:7].C([O-])(O)=O.[Na+]. (5) The reactants are: [F:1][C:2]1[CH:7]=[CH:6][CH:5]=[CH:4][C:3]=1[CH:8]=[CH:9][C:10]([NH:12][C@H:13]([C:38]([O:40]C)=[O:39])[CH2:14][CH2:15][CH2:16][NH:17][C:18](=[NH:37])[NH:19][S:20]([C:23]1[CH:33]([CH3:34])[CH:27]2[CH2:28][C:29]([CH3:32])([CH3:31])[O:30][C:26]2=[C:25]([CH3:35])[C:24]=1[CH3:36])(=[O:22])=[O:21])=[O:11].[OH-].[Na+]. Given the product [F:1][C:2]1[CH:7]=[CH:6][CH:5]=[CH:4][C:3]=1[CH:8]=[CH:9][C:10]([NH:12][C@H:13]([C:38]([OH:40])=[O:39])[CH2:14][CH2:15][CH2:16][NH:17][C:18](=[NH:37])[NH:19][S:20]([C:23]1[CH:33]([CH3:34])[CH:27]2[CH2:28][C:29]([CH3:32])([CH3:31])[O:30][C:26]2=[C:25]([CH3:35])[C:24]=1[CH3:36])(=[O:22])=[O:21])=[O:11], predict the reactants needed to synthesize it. (6) The reactants are: [Br:1][C:2]1[CH:7]=[C:6](Br)[C:5]([N+:9]([O-:11])=[O:10])=[CH:4][N:3]=1.C(N(CC)CC)C.[NH2:19][C:20]1[CH:25]=[CH:24][CH:23]=[CH:22][CH:21]=1. Given the product [Br:1][C:2]1[CH:7]=[C:6]([NH:19][C:20]2[CH:25]=[CH:24][CH:23]=[CH:22][CH:21]=2)[C:5]([N+:9]([O-:11])=[O:10])=[CH:4][N:3]=1, predict the reactants needed to synthesize it.